Dataset: NCI-60 drug combinations with 297,098 pairs across 59 cell lines. Task: Regression. Given two drug SMILES strings and cell line genomic features, predict the synergy score measuring deviation from expected non-interaction effect. (1) Drug 1: C1CCC(CC1)NC(=O)N(CCCl)N=O. Drug 2: CCC1(CC2CC(C3=C(CCN(C2)C1)C4=CC=CC=C4N3)(C5=C(C=C6C(=C5)C78CCN9C7C(C=CC9)(C(C(C8N6C=O)(C(=O)OC)O)OC(=O)C)CC)OC)C(=O)OC)O.OS(=O)(=O)O. Cell line: M14. Synergy scores: CSS=0.804, Synergy_ZIP=-0.119, Synergy_Bliss=0.674, Synergy_Loewe=-0.142, Synergy_HSA=-0.288. (2) Drug 1: CC1=C(C(=CC=C1)Cl)NC(=O)C2=CN=C(S2)NC3=CC(=NC(=N3)C)N4CCN(CC4)CCO. Drug 2: C1C(C(OC1N2C=NC3=C2NC=NCC3O)CO)O. Cell line: CAKI-1. Synergy scores: CSS=29.2, Synergy_ZIP=-5.27, Synergy_Bliss=4.63, Synergy_Loewe=-31.4, Synergy_HSA=2.39.